The task is: Predict the reactants needed to synthesize the given product.. This data is from Full USPTO retrosynthesis dataset with 1.9M reactions from patents (1976-2016). (1) Given the product [CH2:1]([O:3][C:4](=[O:19])[CH:5]([N:7]1[C:12]2[CH:13]=[C:14]([Br:20])[C:15]([CH3:17])=[CH:16][C:11]=2[O:10][CH2:9][C:8]1=[O:18])[CH3:6])[CH3:2], predict the reactants needed to synthesize it. The reactants are: [CH2:1]([O:3][C:4](=[O:19])[CH:5]([N:7]1[C:12]2[CH:13]=[CH:14][C:15]([CH3:17])=[CH:16][C:11]=2[O:10][CH2:9][C:8]1=[O:18])[CH3:6])[CH3:2].[Br:20]N1C(=O)CCC1=O. (2) Given the product [C:23]([O:27][C:28]([NH:11][C:12]1[CH:13]=[CH:14][C:15]([C:19]([O:21][CH3:22])=[O:20])=[N:16][C:17]=1[I:18])=[O:29])([CH3:26])([CH3:25])[CH3:24], predict the reactants needed to synthesize it. The reactants are: C[Si](C)(C)[N-][Si](C)(C)C.[Na+].[NH2:11][C:12]1[CH:13]=[CH:14][C:15]([C:19]([O:21][CH3:22])=[O:20])=[N:16][C:17]=1[I:18].[C:23]([O:27][C:28](O[C:28]([O:27][C:23]([CH3:26])([CH3:25])[CH3:24])=[O:29])=[O:29])([CH3:26])([CH3:25])[CH3:24].Cl. (3) Given the product [Cl:3][S:4]([C:10]1[CH:11]=[C:12]([CH:16]=[CH:17][C:9]=1[CH3:8])[C:13]([OH:15])=[O:14])(=[O:7])=[O:5], predict the reactants needed to synthesize it. The reactants are: [Cl-].[Na+].[Cl:3][S:4]([OH:7])(=O)=[O:5].[CH3:8][C:9]1[CH:17]=[CH:16][C:12]([C:13]([OH:15])=[O:14])=[CH:11][CH:10]=1. (4) Given the product [C:1]([O:5][C:6]([N:8]1[CH2:13][CH2:12][CH:11]([C:14](=[S:59])[NH2:15])[CH2:10][CH2:9]1)=[O:7])([CH3:4])([CH3:3])[CH3:2], predict the reactants needed to synthesize it. The reactants are: [C:1]([O:5][C:6]([N:8]1[CH2:13][CH2:12][CH:11]([C:14](=O)[NH2:15])[CH2:10][CH2:9]1)=[O:7])([CH3:4])([CH3:3])[CH3:2].COCCOC.CC1OC(C=CC2C=C3CCCN4CCCC(=C34)C=2)=CC(=C(C#N)C#N)C=1.COC1C=CC(P2(SP(C3C=CC(OC)=CC=3)(=S)S2)=[S:59])=CC=1. (5) Given the product [NH2:22][CH2:21][C@@H:18]1[CH2:19][CH2:20][N:16]([CH2:15][C@H:13]2[N:5]3[C:4]4[N:3]([C:2](=[O:1])[CH:11]=[CH:10][C:9]=4[CH:8]=[CH:7][C:6]3=[O:12])[CH2:14]2)[CH2:17]1, predict the reactants needed to synthesize it. The reactants are: [O:1]=[C:2]1[CH:11]=[CH:10][C:9]2[CH:8]=[CH:7][C:6](=[O:12])[N:5]3[C@H:13]([CH2:15][N:16]4[CH2:20][CH2:19][C@@H:18]([CH2:21][NH:22]C(=O)C(F)(F)F)[CH2:17]4)[CH2:14][N:3]1[C:4]=23.C(=O)([O-])[O-].[K+].[K+]. (6) Given the product [CH3:26][O:27][Si:28]1([O:29][CH3:30])[CH2:6][CH2:15][CH2:16][CH2:17][CH2:18]1, predict the reactants needed to synthesize it. The reactants are: [Mg].C([CH:6]([CH2:15][CH2:16][CH2:17][CH3:18])OCCOCCOC)CCC.ClCCCC(Cl)C.[CH3:26][O:27][Si:28](OC)(OC)[O:29][CH3:30].[SiH4].ClC(Cl)(CC)CC.C(C(CCCC)OCCOCCOC)CCC. (7) Given the product [Cl:1][C:2]1[CH:7]=[CH:6][C:5]([O:8][C:9]2[CH:16]=[CH:15][C:14]([CH2:17][S:18][C:19]3[N:20]([CH3:41])[CH:21]=[C:22]([CH2:26][C:27]4[C:35]5[C:30](=[CH:31][CH:32]=[CH:33][CH:34]=5)[N:29]([CH3:36])[CH:28]=4)[C:23](=[O:25])[N:24]=3)=[CH:13][C:10]=2[C:11]#[N:12])=[CH:4][C:3]=1[C:37]([F:40])([F:38])[F:39], predict the reactants needed to synthesize it. The reactants are: [Cl:1][C:2]1[CH:7]=[CH:6][C:5]([O:8][C:9]2[CH:16]=[CH:15][C:14]([CH2:17][S:18][C:19]3[NH:20][CH:21]=[C:22]([CH2:26][C:27]4[C:35]5[C:30](=[CH:31][CH:32]=[CH:33][CH:34]=5)[N:29]([CH3:36])[CH:28]=4)[C:23](=[O:25])[N:24]=3)=[CH:13][C:10]=2[C:11]#[N:12])=[CH:4][C:3]=1[C:37]([F:40])([F:39])[F:38].[CH3:41]CN(C(C)C)C(C)C.CI. (8) Given the product [ClH:21].[CH3:1][O:2][C:3]1[CH:4]=[CH:5][C:6]([C:9]2[N:10]=[C:11]([NH2:20])[S:12][C:13]=2[C:14]2[CH:15]=[N:16][CH:17]=[CH:18][CH:19]=2)=[CH:7][CH:8]=1, predict the reactants needed to synthesize it. The reactants are: [CH3:1][O:2][C:3]1[CH:8]=[CH:7][C:6]([C:9]2[N:10]=[C:11]([NH2:20])[S:12][C:13]=2[C:14]2[CH:15]=[N:16][CH:17]=[CH:18][CH:19]=2)=[CH:5][CH:4]=1.[ClH:21].CO. (9) Given the product [CH3:8][C:9]1[CH:10]=[CH:11][CH:12]=[C:13]2[C:17]=1[NH:16][C:15]([C:18]([NH:20][C@H:21]1[CH2:25][CH2:24][N:23]([CH3:2])[CH2:22]1)=[O:19])=[CH:14]2, predict the reactants needed to synthesize it. The reactants are: F[C:2](F)(F)C(O)=O.[CH3:8][C:9]1[CH:10]=[CH:11][CH:12]=[C:13]2[C:17]=1[NH:16][C:15]([C:18]([NH:20][C@H:21]1[CH2:25][CH2:24][NH:23][CH2:22]1)=[O:19])=[CH:14]2.N. (10) Given the product [OH:5][CH2:6][CH2:7][CH2:8][N:9]([C:24]1[CH:29]=[CH:28][C:27]([NH:30][C:31]([NH:33][C:34]2[CH:35]=[CH:36][CH:37]=[CH:38][CH:39]=2)=[O:32])=[CH:26][CH:25]=1)[S:10]([C:13]1[S:14][C:15]([C:18]2[CH:23]=[CH:22][CH:21]=[CH:20][N:19]=2)=[CH:16][CH:17]=1)(=[O:12])=[O:11], predict the reactants needed to synthesize it. The reactants are: C([O:5][CH2:6][CH2:7][CH2:8][N:9]([C:24]1[CH:29]=[CH:28][C:27]([NH:30][C:31]([NH:33][C:34]2[CH:39]=[CH:38][CH:37]=[CH:36][CH:35]=2)=[O:32])=[CH:26][CH:25]=1)[S:10]([C:13]1[S:14][C:15]([C:18]2[CH:23]=[CH:22][CH:21]=[CH:20][N:19]=2)=[CH:16][CH:17]=1)(=[O:12])=[O:11])(C)(C)C.C(O)(C(F)(F)F)=O.